This data is from Catalyst prediction with 721,799 reactions and 888 catalyst types from USPTO. The task is: Predict which catalyst facilitates the given reaction. (1) Reactant: [CH3:1][O:2][C:3]1[CH:4]=[C:5]2[C:10](=[CH:11][C:12]=1[O:13][CH2:14][C@@H:15]1[CH2:17][O:16]1)[N:9]=[CH:8][CH:7]=[C:6]2[O:18][C:19]1[C:20]([CH3:29])=[N:21][C:22]2[C:27]([CH:28]=1)=[CH:26][CH:25]=[CH:24][CH:23]=2.FC(F)(F)C(O)=[O:33].C(=O)([O-])O.[Na+]. Product: [CH3:1][O:2][C:3]1[CH:4]=[C:5]2[C:10](=[CH:11][C:12]=1[O:13][CH2:14][C@@H:15]([OH:16])[CH2:17][OH:33])[N:9]=[CH:8][CH:7]=[C:6]2[O:18][C:19]1[C:20]([CH3:29])=[N:21][C:22]2[C:27]([CH:28]=1)=[CH:26][CH:25]=[CH:24][CH:23]=2. The catalyst class is: 4. (2) Reactant: [OH-].[Na+].[F:3][C:4]1[CH:41]=[CH:40][C:7]([CH2:8][O:9][C:10]2[CH:15]=[C:14]([CH2:16][CH2:17][C:18]([O:20]C)=[O:19])[CH:13]=[CH:12][C:11]=2[C:22]2[CH:27]=[CH:26][CH:25]=[C:24]([N:28]([CH3:39])[C:29]([NH:31][CH2:32][CH2:33][CH2:34][CH2:35][CH2:36][CH2:37][CH3:38])=[O:30])[CH:23]=2)=[CH:6][CH:5]=1. Product: [F:3][C:4]1[CH:5]=[CH:6][C:7]([CH2:8][O:9][C:10]2[CH:15]=[C:14]([CH2:16][CH2:17][C:18]([OH:20])=[O:19])[CH:13]=[CH:12][C:11]=2[C:22]2[CH:27]=[CH:26][CH:25]=[C:24]([N:28]([CH3:39])[C:29]([NH:31][CH2:32][CH2:33][CH2:34][CH2:35][CH2:36][CH2:37][CH3:38])=[O:30])[CH:23]=2)=[CH:40][CH:41]=1. The catalyst class is: 83. (3) Reactant: [CH3:1][N:2]1[CH2:10][C:9]2[C:4](=[C:5]([N+:18]([O-:20])=[O:19])[CH:6]=[CH:7][C:8]=2[C:11]2[CH2:16][CH2:15][C:14](=[O:17])[CH2:13][CH:12]=2)[C:3]1=[O:21].[P:22]([O:29]CC)([O:26][CH2:27][CH3:28])[O:23][CH2:24][CH3:25].Cl.CCOCC. Product: [CH2:24]([O:23][P:22]([C:14]1([OH:17])[CH2:15][CH2:16][C:11]([C:8]2[CH:7]=[CH:6][C:5]([N+:18]([O-:20])=[O:19])=[C:4]3[C:9]=2[CH2:10][N:2]([CH3:1])[C:3]3=[O:21])=[CH:12][CH2:13]1)(=[O:29])[O:26][CH2:27][CH3:28])[CH3:25]. The catalyst class is: 2. (4) Reactant: [CH2:1]([O:3][C:4](=[O:21])[CH:5]([O:18][CH2:19][CH3:20])[CH2:6][C:7]1[C:16]2[C:11](=[CH:12][CH:13]=[CH:14][CH:15]=2)[C:10]([OH:17])=[CH:9][CH:8]=1)[CH3:2].[CH3:22][C:23]1[S:27][C:26]([C:28]2[CH:33]=[CH:32][CH:31]=[CH:30][CH:29]=2)=[N:25][C:24]=1[CH2:34][CH2:35]O.C1(P(C2C=CC=CC=2)C2C=CC=CC=2)C=CC=CC=1.N(C(OC(C)C)=O)=NC(OC(C)C)=O. Product: [CH2:1]([O:3][C:4](=[O:21])[CH:5]([O:18][CH2:19][CH3:20])[CH2:6][C:7]1[C:16]2[C:11](=[CH:12][CH:13]=[CH:14][CH:15]=2)[C:10]([O:17][CH2:35][CH2:34][C:24]2[N:25]=[C:26]([C:28]3[CH:33]=[CH:32][CH:31]=[CH:30][CH:29]=3)[S:27][C:23]=2[CH3:22])=[CH:9][CH:8]=1)[CH3:2]. The catalyst class is: 7. (5) Reactant: Cl.FC1C=C(C=CC=1)CN1C=C(C2C3C(=NC=C(C4C=CC(C5CCNCC5)=CC=4)C=3)N(S(C3C=CC(C)=CC=3)(=O)=O)C=2)C=N1.[F:46][C:47]1[CH:48]=[C:49]([CH:91]=[C:92]([F:94])[CH:93]=1)[CH2:50][N:51]1[CH:55]=[C:54]([C:56]2[C:64]3[C:59](=[N:60][CH:61]=[C:62]([C:65]4[CH:66]=[CH:67][C:68]([N:71]5[CH2:76][CH2:75][N:74]([CH2:77][C@@H:78]([OH:80])[CH3:79])[CH2:73][CH2:72]5)=[N:69][CH:70]=4)[CH:63]=3)[N:58](S(C3C=CC(C)=CC=3)(=O)=O)[CH:57]=2)[CH:53]=[N:52]1.[OH-].[Li+]. Product: [F:46][C:47]1[CH:48]=[C:49]([CH:91]=[C:92]([F:94])[CH:93]=1)[CH2:50][N:51]1[CH:55]=[C:54]([C:56]2[C:64]3[C:59](=[N:60][CH:61]=[C:62]([C:65]4[CH:66]=[CH:67][C:68]([N:71]5[CH2:72][CH2:73][N:74]([CH2:77][C@@H:78]([OH:80])[CH3:79])[CH2:75][CH2:76]5)=[N:69][CH:70]=4)[CH:63]=3)[NH:58][CH:57]=2)[CH:53]=[N:52]1. The catalyst class is: 87. (6) Reactant: [F:1][C:2]1[CH:7]=[CH:6][C:5]([F:8])=[CH:4][C:3]=1[S:9]([NH:12][C:13]1[C:14]([F:39])=[C:15]([C:19]2[N:20]=[C:21]([C:35]([CH3:38])([CH3:37])[CH3:36])[S:22][C:23]=2[C:24]2[CH:29]=[CH:28][N:27]=[C:26]([CH2:30][CH2:31][C:32](O)=[O:33])[N:25]=2)[CH:16]=[CH:17][CH:18]=1)(=[O:11])=[O:10].CN(C(ON1N=NC2C=CC=NC1=2)=[N+](C)C)C.F[P-](F)(F)(F)(F)F.CCN(C(C)C)C(C)C.[NH:73]1[CH2:78][CH2:77][O:76][CH2:75][CH2:74]1. Product: [CH3:38][C:35]([C:21]1[S:22][C:23]([C:24]2[CH:29]=[CH:28][N:27]=[C:26]([CH2:30][CH2:31][C:32]([N:73]3[CH2:78][CH2:77][O:76][CH2:75][CH2:74]3)=[O:33])[N:25]=2)=[C:19]([C:15]2[C:14]([F:39])=[C:13]([NH:12][S:9]([C:3]3[CH:4]=[C:5]([F:8])[CH:6]=[CH:7][C:2]=3[F:1])(=[O:11])=[O:10])[CH:18]=[CH:17][CH:16]=2)[N:20]=1)([CH3:37])[CH3:36]. The catalyst class is: 9. (7) Reactant: Cl[C:2]1[N:3]([CH2:25][CH:26]2[CH2:28][CH2:27]2)[C:4]2[C:9]([N:10]=1)=[C:8]([N:11]1[CH2:16][CH2:15][O:14][CH2:13][CH2:12]1)[N:7]=[C:6]([C:17]1[C:18]([CH3:24])=[N:19][C:20]([NH2:23])=[N:21][CH:22]=1)[N:5]=2.[CH3:29][NH:30][CH:31]1[CH2:35][CH2:34][NH:33][CH2:32]1.C(N(CC)CC)C.[S:43](Cl)([CH3:46])(=[O:45])=[O:44]. Product: [NH2:23][C:20]1[N:19]=[C:18]([CH3:24])[C:17]([C:6]2[N:5]=[C:4]3[C:9]([N:10]=[C:2]([N:33]4[CH2:34][CH2:35][CH:31]([N:30]([CH3:29])[S:43]([CH3:46])(=[O:45])=[O:44])[CH2:32]4)[N:3]3[CH2:25][CH:26]3[CH2:28][CH2:27]3)=[C:8]([N:11]3[CH2:16][CH2:15][O:14][CH2:13][CH2:12]3)[N:7]=2)=[CH:22][N:21]=1. The catalyst class is: 60. (8) Reactant: CN1CCOCC1.[N:8]1([C:13]2[CH:18]=[CH:17][C:16]([CH2:19][C:20]([N:22]3[CH2:29][CH2:28][CH2:27][C@@H:23]3[C:24]([OH:26])=O)=[O:21])=[CH:15][CH:14]=2)[CH2:12][CH2:11][CH2:10][CH2:9]1.ClC(OCC)=O.Cl.[Br:37][C:38]1[CH:52]=[CH:51][C:50]([F:53])=[CH:49][C:39]=1[CH2:40][O:41][C:42]1[CH:48]=[CH:47][CH:46]=[CH:45][C:43]=1[NH2:44].C(O)(=O)CC(CC(O)=O)(C(O)=O)O. Product: [Br:37][C:38]1[CH:52]=[CH:51][C:50]([F:53])=[CH:49][C:39]=1[CH2:40][O:41][C:42]1[CH:48]=[CH:47][CH:46]=[CH:45][C:43]=1[NH:44][C:24]([C@H:23]1[CH2:27][CH2:28][CH2:29][N:22]1[C:20](=[O:21])[CH2:19][C:16]1[CH:15]=[CH:14][C:13]([N:8]2[CH2:9][CH2:10][CH2:11][CH2:12]2)=[CH:18][CH:17]=1)=[O:26]. The catalyst class is: 93.